This data is from Reaction yield outcomes from USPTO patents with 853,638 reactions. The task is: Predict the reaction yield, written as a fraction of the theoretical maximum amount of product (1.0 means a 100% yield; for example, 0.34 means a 34% yield). The reactants are [NH:1]1[C:9]2[C:4](=[CH:5][CH:6]=[CH:7][CH:8]=2)[C:3]([CH:10]=O)=[CH:2]1.[OH:12][N:13]1[C:21]2[C:16](=[CH:17][CH:18]=[CH:19][CH:20]=2)[CH2:15][C:14]1=[O:22].N1CCCCC1. The catalyst is CCO. The product is [OH:12][N:13]1[C:21]2[C:16](=[CH:17][CH:18]=[CH:19][CH:20]=2)[C:15](=[CH:10][C:3]2[C:4]3[C:9](=[CH:8][CH:7]=[CH:6][CH:5]=3)[NH:1][CH:2]=2)[C:14]1=[O:22]. The yield is 0.490.